Task: Predict the reactants needed to synthesize the given product.. Dataset: Full USPTO retrosynthesis dataset with 1.9M reactions from patents (1976-2016) (1) Given the product [NH2:22][C:19]1[CH:20]=[CH:21][C:16]([CH2:15][N:10]2[N:9]=[C:8]([C:5]3[CH:6]=[CH:7][C:2]([Cl:1])=[CH:3][CH:4]=3)[CH2:13][O:12][C:11]2=[O:14])=[CH:17][CH:18]=1, predict the reactants needed to synthesize it. The reactants are: [Cl:1][C:2]1[CH:7]=[CH:6][C:5]([C:8]2[CH2:13][O:12][C:11](=[O:14])[N:10]([CH2:15][C:16]3[CH:21]=[CH:20][C:19]([N+:22]([O-])=O)=[CH:18][CH:17]=3)[N:9]=2)=[CH:4][CH:3]=1. (2) Given the product [CH3:16][CH:10]1[NH:11][C:12](=[O:15])[CH2:13][CH2:14][NH:8][CH2:9]1, predict the reactants needed to synthesize it. The reactants are: C([N:8]1[CH2:14][CH2:13][C:12](=[O:15])[NH:11][CH:10]([CH3:16])[CH2:9]1)C1C=CC=CC=1. (3) Given the product [CH3:8][CH2:5][CH2:4][CH:3]([CH3:7])[CH3:1].[C:8]([O:10][CH2:11][CH3:12])(=[O:9])[CH3:5].[CH2:1]([C:3]1[CH:4]=[C:5]([C:8]([O:10][CH3:11])=[O:9])[NH:6][CH:7]=1)[CH3:2], predict the reactants needed to synthesize it. The reactants are: [CH:1]([C:3]1[CH:4]=[C:5]([C:8]([O:10][CH3:11])=[O:9])[NH:6][CH:7]=1)=[CH2:2].[CH2:12](O)C. (4) Given the product [CH3:50][C:15]1[CH:14]=[C:13]([NH:17][C:43]2[S:44][C:34]([C:35]3[CH:41]=[CH:40][CH:39]=[CH:37][CH:36]=3)=[CH:46][N:47]=2)[CH:12]=[C:11]([CH3:10])[CH:16]=1, predict the reactants needed to synthesize it. The reactants are: C(N1CCN([CH2:10][C:11]2[CH:16]=[CH:15][CH:14]=[C:13]([N+:17]([O-])=O)[CH:12]=2)CC1)(=O)C.O.O.[Sn](Cl)Cl.C(N1CCN([CH2:34][C:35]2[CH:36]=[C:37]([CH:39]=[CH:40][CH:41]=2)N)CC1)(=O)C.Cl[C:43]1[S:44]C(C#N)=[CH:46][N:47]=1.[CH3:50]CO. (5) Given the product [Cl:8][C:9]1[CH:10]=[C:11]([CH:12]=[CH:13][CH:14]=1)[O:15][CH2:2][C:3]([O:5][CH2:6][CH3:7])=[O:4], predict the reactants needed to synthesize it. The reactants are: Br[CH2:2][C:3]([O:5][CH2:6][CH3:7])=[O:4].[Cl:8][C:9]1[CH:10]=[C:11]([OH:15])[CH:12]=[CH:13][CH:14]=1.C(=O)([O-])[O-].[K+].[K+].Cl. (6) The reactants are: [C:1]([O:5][C:6]([N:8]1[CH2:13][CH2:12][CH:11]([NH2:14])[CH2:10][CH2:9]1)=[O:7])([CH3:4])([CH3:3])[CH3:2].C(N(C(C)C)CC)(C)C.[Br:24][C:25]1[S:26][C:27]([C:31](Cl)=[O:32])=[C:28]([CH3:30])[N:29]=1.ClC(Cl)C. Given the product [C:1]([O:5][C:6]([N:8]1[CH2:13][CH2:12][CH:11]([NH:14][C:31]([C:27]2[S:26][C:25]([Br:24])=[N:29][C:28]=2[CH3:30])=[O:32])[CH2:10][CH2:9]1)=[O:7])([CH3:4])([CH3:2])[CH3:3], predict the reactants needed to synthesize it. (7) Given the product [C:1]([C:3]1[CH:8]=[CH:7][C:6]([C:9]2[CH:10]=[N:11][N:12]([C:15]3[CH:23]=[CH:22][C:18]([C:19]([NH:29][CH:25]4[CH2:28][CH2:27][CH2:26]4)=[O:20])=[CH:17][N:16]=3)[C:13]=2[OH:14])=[C:5]([CH3:24])[CH:4]=1)#[N:2], predict the reactants needed to synthesize it. The reactants are: [C:1]([C:3]1[CH:8]=[CH:7][C:6]([C:9]2[CH:10]=[N:11][N:12]([C:15]3[CH:23]=[CH:22][C:18]([C:19](O)=[O:20])=[CH:17][N:16]=3)[C:13]=2[OH:14])=[C:5]([CH3:24])[CH:4]=1)#[N:2].[CH:25]1([NH2:29])[CH2:28][CH2:27][CH2:26]1. (8) Given the product [O:21]=[S:2]1(=[O:1])[CH2:7][CH2:6][CH2:5][CH2:4][N:3]1[C:8]1[N:17]=[C:16]([C:18]2[NH:19][C:30]([CH2:29][C:26]3[CH:27]=[CH:28][C:23]([F:22])=[CH:24][CH:25]=3)=[N:32][N:33]=2)[C:15]([OH:20])=[C:14]2[C:9]=1[CH:10]=[CH:11][CH:12]=[N:13]2, predict the reactants needed to synthesize it. The reactants are: [O:1]=[S:2]1(=[O:21])[CH2:7][CH2:6][CH2:5][CH2:4][N:3]1[C:8]1[N:17]=[C:16]([C:18]#[N:19])[C:15]([OH:20])=[C:14]2[C:9]=1[CH:10]=[CH:11][CH:12]=[N:13]2.[F:22][C:23]1[CH:28]=[CH:27][C:26]([CH2:29][C:30]([NH:32][NH2:33])=O)=[CH:25][CH:24]=1. (9) Given the product [Br:1][C:2]1[CH:27]=[CH:26][C:5]2[C:6](=[O:25])[N:7]=[C:8]([C:10]3[CH:15]=[C:14]([CH2:16][CH2:17][C:18]([OH:20])=[O:19])[CH:13]=[CH:12][N:11]=3)[S:9][C:4]=2[CH:3]=1, predict the reactants needed to synthesize it. The reactants are: [Br:1][C:2]1[CH:27]=[CH:26][C:5]2[C:6](=[O:25])[N:7]=[C:8]([C:10]3[CH:15]=[C:14]([CH2:16][CH2:17][C:18]([O:20]C(C)(C)C)=[O:19])[CH:13]=[CH:12][N:11]=3)[S:9][C:4]=2[CH:3]=1.